This data is from Full USPTO retrosynthesis dataset with 1.9M reactions from patents (1976-2016). The task is: Predict the reactants needed to synthesize the given product. (1) Given the product [CH3:1][O:2][C:3](=[O:46])[CH2:4][C@H:5]([OH:45])[CH2:6][C@H:7]([OH:44])[CH2:8][CH2:9][C:10]1[N:11]([CH:41]([CH3:43])[CH3:42])[C:12]([C:28](=[O:40])[NH:29][C:30]2[CH:35]=[CH:34][CH:33]=[C:32]([S:36](=[O:38])(=[O:39])[NH2:37])[CH:31]=2)=[C:13]([C:22]2[CH:27]=[CH:26][CH:25]=[CH:24][CH:23]=2)[C:14]=1[C:15]1[CH:16]=[CH:17][C:18]([F:21])=[CH:19][CH:20]=1, predict the reactants needed to synthesize it. The reactants are: [CH3:1][O:2][C:3](=[O:46])[CH2:4][C@H:5]([OH:45])[CH2:6][C@H:7]([OH:44])[CH:8]=[CH:9][C:10]1[N:11]([CH:41]([CH3:43])[CH3:42])[C:12]([C:28](=[O:40])[NH:29][C:30]2[CH:35]=[CH:34][CH:33]=[C:32]([S:36](=[O:39])(=[O:38])[NH2:37])[CH:31]=2)=[C:13]([C:22]2[CH:27]=[CH:26][CH:25]=[CH:24][CH:23]=2)[C:14]=1[C:15]1[CH:20]=[CH:19][C:18]([F:21])=[CH:17][CH:16]=1. (2) Given the product [CH3:24][O:23][C:21]1[CH:22]=[C:17]([C:15]([C@@H:3]2[C@:4]3([CH3:14])[C@H:9]([C:8]([CH3:12])([CH3:13])[CH2:7][CH2:6][CH2:5]3)[CH2:10][C@@H:11]([OH:31])[C@@H:2]2[CH3:1])=[O:16])[CH:18]=[C:19]([O:25][CH3:26])[CH:20]=1, predict the reactants needed to synthesize it. The reactants are: [CH3:1][C:2]1[C@H:3]([C:15]([C:17]2[CH:22]=[C:21]([O:23][CH3:24])[CH:20]=[C:19]([O:25][CH3:26])[CH:18]=2)=[O:16])[C@:4]2([CH3:14])[C@@H:9]([CH2:10][CH:11]=1)[C:8]([CH3:13])([CH3:12])[CH2:7][CH2:6][CH2:5]2.B.C1C[O:31]CC1.[OH-].[Na+].OO.[NH4+].[Cl-].Cl. (3) The reactants are: [CH2:1]([C@H:6]1[CH2:8][C@H:7]1[CH2:9][C@@H:10]1[CH2:12][C@@H:11]1[CH2:13][C:14]#[C:15][CH2:16][CH2:17][CH2:18][CH2:19][CH2:20][OH:21])[CH2:2][CH2:3][CH2:4][CH3:5].C([C@@H]1C[C@@H]1C[C@@H]1C[C@@H]1CO)CCCC. Given the product [CH2:1]([C@@H:6]1[CH2:8][C@@H:7]1[CH2:9][C@H:10]1[CH2:12][C@H:11]1[CH2:13][C:14]#[C:15][CH2:16][CH2:17][CH2:18][CH2:19][CH2:20][OH:21])[CH2:2][CH2:3][CH2:4][CH3:5], predict the reactants needed to synthesize it. (4) Given the product [NH2:1][C@H:2]([C:15]([NH:17][C:18]1[CH:27]=[C:26]2[C:21]([C:22]([CH3:29])=[CH:23][C:24](=[O:28])[O:25]2)=[CH:20][CH:19]=1)=[O:16])[CH2:3][C:4]1[CH:9]=[CH:8][C:7]([O:10][C:11]([CH3:14])([CH3:13])[CH3:12])=[CH:6][CH:5]=1, predict the reactants needed to synthesize it. The reactants are: [NH:1](C(OCC1C2C(=CC=CC=2)C2C1=CC=CC=2)=O)[C@H:2]([C:15]([NH:17][C:18]1[CH:27]=[C:26]2[C:21]([C:22]([CH3:29])=[CH:23][C:24](=[O:28])[O:25]2)=[CH:20][CH:19]=1)=[O:16])[CH2:3][C:4]1[CH:9]=[CH:8][C:7]([O:10][C:11]([CH3:14])([CH3:13])[CH3:12])=[CH:6][CH:5]=1.C(S)CCCCCCC.C1CCN2C(=NCCC2)CC1. (5) Given the product [Br-:12].[O:15]=[C:14]([C:16]1[CH:21]=[CH:20][CH:19]=[CH:18][CH:17]=1)[CH2:13][N+:11]1[CH:10]=[CH:9][S:8][C:7]=1[CH:5]([O:4][C:1](=[O:3])[CH3:2])[CH3:6], predict the reactants needed to synthesize it. The reactants are: [C:1]([O:4][CH:5]([C:7]1[S:8][CH:9]=[CH:10][N:11]=1)[CH3:6])(=[O:3])[CH3:2].[Br:12][CH2:13][C:14]([C:16]1[CH:21]=[CH:20][CH:19]=[CH:18][CH:17]=1)=[O:15]. (6) The reactants are: [F:1][C:2]([F:7])([F:6])[C:3]([OH:5])=[O:4].[Cl:8][C:9]1[CH:32]=[CH:31][C:12]([C:13]([N:15]2[CH2:21][C:20]3[CH:22]=[CH:23][CH:24]=[CH:25][C:19]=3[N:18]([CH2:26][C:27](O)=[O:28])[C:17](=[O:30])[CH2:16]2)=[O:14])=[CH:11][CH:10]=1.[NH2:33][CH2:34][CH2:35][C:36]1[CH:41]=[CH:40][CH:39]=[CH:38][N:37]=1.C(N(CC)CC)C. Given the product [F:1][C:2]([F:7])([F:6])[C:3]([OH:5])=[O:4].[Cl:8][C:9]1[CH:32]=[CH:31][C:12]([C:13]([N:15]2[CH2:21][C:20]3[CH:22]=[CH:23][CH:24]=[CH:25][C:19]=3[N:18]([CH2:26][C:27]([NH:33][CH2:34][CH2:35][C:36]3[CH:41]=[CH:40][CH:39]=[CH:38][N:37]=3)=[O:28])[C:17](=[O:30])[CH2:16]2)=[O:14])=[CH:11][CH:10]=1, predict the reactants needed to synthesize it. (7) Given the product [O:1]=[C:2]1[N:11]([CH2:12][C:13]2[CH:22]=[CH:21][C:16]([C:17]([OH:19])=[O:18])=[CH:15][CH:14]=2)[C:10](=[O:23])[C:9]2[C:4](=[CH:5][CH:6]=[CH:7][CH:8]=2)[NH:3]1, predict the reactants needed to synthesize it. The reactants are: [O:1]=[C:2]1[N:11]([CH2:12][C:13]2[CH:22]=[CH:21][C:16]([C:17]([O:19]C)=[O:18])=[CH:15][CH:14]=2)[C:10](=[O:23])[C:9]2[C:4](=[CH:5][CH:6]=[CH:7][CH:8]=2)[NH:3]1.[OH-].[Li+].O.Cl.